Dataset: Forward reaction prediction with 1.9M reactions from USPTO patents (1976-2016). Task: Predict the product of the given reaction. (1) Given the reactants [Br:1][C:2]1[CH:3]=[N:4][CH:5]=[C:6]([C@@H:8]2[C@@:10]([C:12]3[CH:17]=[C:16]([F:18])[CH:15]=[CH:14][C:13]=3[F:19])([CH3:11])[O:9]2)[CH:7]=1.CO.[Cl-].[NH4+].[N-:24]=[N+:25]=[N-:26].[Na+], predict the reaction product. The product is: [N:24]([C@H:8]([C:6]1[CH:5]=[N:4][CH:3]=[C:2]([Br:1])[CH:7]=1)[C@@:10]([C:12]1[CH:17]=[C:16]([F:18])[CH:15]=[CH:14][C:13]=1[F:19])([OH:9])[CH3:11])=[N+:25]=[N-:26]. (2) Given the reactants [CH2:1]([N:8]1[CH2:12][C@@H:11]([CH:13]2[CH2:15][CH2:14]2)[C@H:10]([NH2:16])[CH2:9]1)[C:2]1[CH:7]=[CH:6][CH:5]=[CH:4][CH:3]=1.[C:17](O[C:17]([O:19][C:20]([CH3:23])([CH3:22])[CH3:21])=[O:18])([O:19][C:20]([CH3:23])([CH3:22])[CH3:21])=[O:18], predict the reaction product. The product is: [CH2:1]([N:8]1[CH2:12][C@@H:11]([CH:13]2[CH2:15][CH2:14]2)[C@H:10]([NH:16][C:17](=[O:18])[O:19][C:20]([CH3:23])([CH3:22])[CH3:21])[CH2:9]1)[C:2]1[CH:3]=[CH:4][CH:5]=[CH:6][CH:7]=1. (3) Given the reactants [Cl:1][C:2]1[C:3]([NH:15][CH:16]2[CH2:32][CH2:31][C:19]3([CH2:23][N:22](C(OC(C)(C)C)=O)[CH2:21][CH2:20]3)[CH2:18][CH2:17]2)=[N:4][C:5]([NH:8][C:9]2[CH:10]=[N:11][N:12]([CH3:14])[CH:13]=2)=[N:6][CH:7]=1.Cl, predict the reaction product. The product is: [Cl:1][C:2]1[C:3]([NH:15][CH:16]2[CH2:32][CH2:31][C:19]3([CH2:23][NH:22][CH2:21][CH2:20]3)[CH2:18][CH2:17]2)=[N:4][C:5]([NH:8][C:9]2[CH:10]=[N:11][N:12]([CH3:14])[CH:13]=2)=[N:6][CH:7]=1. (4) Given the reactants [CH3:1][N:2]1[C:10]2[C:5](=[CH:6][CH:7]=[CH:8][CH:9]=2)[CH:4]=[C:3]1[C:11]([OH:13])=O.[NH2:14][C@H:15]([C:19]([NH:21][CH:22]([CH:31]([OH:34])[CH2:32][F:33])[CH2:23][C:24]([O:26][C:27]([CH3:30])([CH3:29])[CH3:28])=[O:25])=[O:20])[CH:16]([CH3:18])[CH3:17].Cl.CN(C)CCCN=C=NCC, predict the reaction product. The product is: [CH3:1][N:2]1[C:10]2[C:5](=[CH:6][CH:7]=[CH:8][CH:9]=2)[CH:4]=[C:3]1[C:11]([NH:14][C@H:15]([C:19]([NH:21][CH:22]([CH:31]([OH:34])[CH2:32][F:33])[CH2:23][C:24]([O:26][C:27]([CH3:28])([CH3:29])[CH3:30])=[O:25])=[O:20])[CH:16]([CH3:17])[CH3:18])=[O:13]. (5) Given the reactants Cl[C:2]1[N:7]=[CH:6][N:5]=[C:4]([N:8]2[CH2:13][CH2:12][CH:11]([CH:14]3[CH2:19][CH2:18][N:17]([C:20]([O:22][C:23]([CH3:26])([CH3:25])[CH3:24])=[O:21])[CH2:16][CH2:15]3)[CH2:10][CH2:9]2)[CH:3]=1.[CH3:27][S-:28].[Na+], predict the reaction product. The product is: [CH3:27][S:28][C:2]1[N:7]=[CH:6][N:5]=[C:4]([N:8]2[CH2:13][CH2:12][CH:11]([CH:14]3[CH2:19][CH2:18][N:17]([C:20]([O:22][C:23]([CH3:26])([CH3:25])[CH3:24])=[O:21])[CH2:16][CH2:15]3)[CH2:10][CH2:9]2)[CH:3]=1. (6) Given the reactants C[O:2][C:3](=[O:28])[C:4]1[CH:9]=[CH:8][C:7]([NH:10][C:11]([NH:13][C:14]2[CH:19]=[N:18][C:17]([CH3:20])=[CH:16][N:15]=2)=[O:12])=[C:6]([O:21][CH2:22][CH2:23][CH2:24][N:25]([CH3:27])[CH3:26])[CH:5]=1.[OH-].[Li+].Cl, predict the reaction product. The product is: [CH3:27][N:25]([CH3:26])[CH2:24][CH2:23][CH2:22][O:21][C:6]1[CH:5]=[C:4]([CH:9]=[CH:8][C:7]=1[NH:10][C:11]([NH:13][C:14]1[CH:19]=[N:18][C:17]([CH3:20])=[CH:16][N:15]=1)=[O:12])[C:3]([OH:28])=[O:2]. (7) Given the reactants [OH:1][C:2]([C:5]1[CH:17]=[C:16]2[C:8]([C:9]3[C:10](B4OC(C)(C)C(C)(C)O4)=[CH:11][CH:12]=[C:13]([C:18]([NH2:20])=[O:19])[C:14]=3[NH:15]2)=[CH:7][CH:6]=1)([CH3:4])[CH3:3].Br[C:31]1[C:32]([CH3:51])=[C:33]([N:37]2[C:42](=[O:43])[CH:41]=[C:40]3[CH:44]=[CH:45][C:46]([O:48][CH3:49])=[CH:47][N:39]3[C:38]2=[O:50])[CH:34]=[CH:35][CH:36]=1.C([O-])([O-])=O.[Na+].[Na+], predict the reaction product. The product is: [OH:1][C:2]([C:5]1[CH:17]=[C:16]2[C:8]([C:9]3[C:10]([C:31]4[CH:36]=[CH:35][CH:34]=[C:33]([N:37]5[C:42](=[O:43])[CH:41]=[C:40]6[CH:44]=[CH:45][C:46]([O:48][CH3:49])=[CH:47][N:39]6[C:38]5=[O:50])[C:32]=4[CH3:51])=[CH:11][CH:12]=[C:13]([C:18]([NH2:20])=[O:19])[C:14]=3[NH:15]2)=[CH:7][CH:6]=1)([CH3:3])[CH3:4]. (8) Given the reactants [CH3:1][C:2]([CH3:18])([CH2:6][O:7][Si:8]([CH:15]([CH3:17])[CH3:16])([CH:12]([CH3:14])[CH3:13])[CH:9]([CH3:11])[CH3:10])[C:3]([OH:5])=O.CCN=C=NCCCN(C)C.Cl.[CH3:31][NH:32][O:33][CH3:34].CCOC(C)=O, predict the reaction product. The product is: [CH3:34][O:33][N:32]([CH3:31])[C:3](=[O:5])[C:2]([CH3:1])([CH3:18])[CH2:6][O:7][Si:8]([CH:15]([CH3:17])[CH3:16])([CH:12]([CH3:14])[CH3:13])[CH:9]([CH3:11])[CH3:10]. (9) Given the reactants [CH:1]([C:4]1[CH:9]=[CH:8][CH:7]=[CH:6][C:5]=1[NH:10][C:11]([NH:13]/[N:14]=[CH:15]/[C:16]1[CH:21]=[CH:20][C:19]([C:22]2[N:26]=[CH:25][N:24]([C:27]3[CH:32]=[CH:31][C:30]([O:33][C:34]([F:37])([F:36])[F:35])=[CH:29][CH:28]=3)[N:23]=2)=[CH:18][CH:17]=1)=[S:12])([CH3:3])[CH3:2].Br[CH2:39][C:40](=[O:45])[C:41]([F:44])([F:43])[F:42].C(N(CC)CC)C.O, predict the reaction product. The product is: [CH:1]([C:4]1[CH:9]=[CH:8][CH:7]=[CH:6][C:5]=1[N:10]1[C:40]([C:41]([F:44])([F:43])[F:42])([OH:45])[CH2:39][S:12]/[C:11]/1=[N:13]/[N:14]=[CH:15]\[C:16]1[CH:17]=[CH:18][C:19]([C:22]2[N:26]=[CH:25][N:24]([C:27]3[CH:28]=[CH:29][C:30]([O:33][C:34]([F:37])([F:35])[F:36])=[CH:31][CH:32]=3)[N:23]=2)=[CH:20][CH:21]=1)([CH3:3])[CH3:2]. (10) Given the reactants [OH-].[Na+].C[O:4][C:5](=[O:41])[CH2:6][C:7]1[CH:8]=[N:9][CH:10]=[C:11]([C:13]2[CH:18]=[CH:17][C:16]([C:19]([CH2:38][CH3:39])([C:22]3[CH:27]=[CH:26][C:25]([C:28]#[C:29][C:30]4([OH:36])[CH2:35][CH2:34][CH2:33][CH2:32][CH2:31]4)=[C:24]([CH3:37])[CH:23]=3)[CH2:20][CH3:21])=[CH:15][C:14]=2[CH3:40])[CH:12]=1.[Cl-].[NH4+], predict the reaction product. The product is: [CH2:20]([C:19]([C:16]1[CH:17]=[CH:18][C:13]([C:11]2[CH:12]=[C:7]([CH2:6][C:5]([OH:41])=[O:4])[CH:8]=[N:9][CH:10]=2)=[C:14]([CH3:40])[CH:15]=1)([C:22]1[CH:27]=[CH:26][C:25]([C:28]#[C:29][C:30]2([OH:36])[CH2:35][CH2:34][CH2:33][CH2:32][CH2:31]2)=[C:24]([CH3:37])[CH:23]=1)[CH2:38][CH3:39])[CH3:21].